From a dataset of Full USPTO retrosynthesis dataset with 1.9M reactions from patents (1976-2016). Predict the reactants needed to synthesize the given product. (1) Given the product [N:5]1[N:6]2[C:2]([O:1][CH2:19][CH2:20][CH2:21]2)=[CH:3][C:4]=1[C:7]([O:9][CH2:10][CH3:11])=[O:8], predict the reactants needed to synthesize it. The reactants are: [OH:1][C:2]1[NH:6][N:5]=[C:4]([C:7]([O:9][CH2:10][CH3:11])=[O:8])[CH:3]=1.C(=O)([O-])[O-].[K+].[K+].Br[CH2:19][CH2:20][CH2:21]Br. (2) Given the product [C:3]([CH:5]=[C:15]1[CH2:18][N:17]([C:19]([O:21][C:22]([CH3:25])([CH3:24])[CH3:23])=[O:20])[CH2:16]1)#[N:4], predict the reactants needed to synthesize it. The reactants are: [H-].[Na+].[C:3]([CH2:5]P(=O)(OCC)OCC)#[N:4].O=[C:15]1[CH2:18][N:17]([C:19]([O:21][C:22]([CH3:25])([CH3:24])[CH3:23])=[O:20])[CH2:16]1.C(OCC)(=O)C. (3) Given the product [N+:1]([C:4]1[CH:12]=[C:11]([N+:13]([O-:15])=[O:14])[CH:10]=[CH:9][C:5]=1[C:6]([Cl:18])=[O:7])([O-:3])=[O:2].[NH2:22][CH2:20][C:21]([O:8][CH2:6][C:5]1[CH:4]=[CH:12][CH:11]=[CH:10][CH:9]=1)=[O:17], predict the reactants needed to synthesize it. The reactants are: [N+:1]([C:4]1[CH:12]=[C:11]([N+:13]([O-:15])=[O:14])[CH:10]=[CH:9][C:5]=1[C:6]([OH:8])=[O:7])([O-:3])=[O:2].S(Cl)([Cl:18])=[O:17].[CH2:20]([N:22](CC)CC)[CH3:21]. (4) Given the product [C:15]([O:19][C:20]([N:22]1[CH2:27][CH2:26][CH:25]([N:28]([CH:29]2[CH2:30][CH2:31]2)[C:10](=[O:12])[C:9]2[CH:8]=[CH:7][C:6]([C:3]3[N:4]=[CH:5][O:1][N:2]=3)=[CH:14][CH:13]=2)[CH2:24][CH2:23]1)=[O:21])([CH3:18])([CH3:16])[CH3:17], predict the reactants needed to synthesize it. The reactants are: [O:1]1[CH:5]=[N:4][C:3]([C:6]2[CH:14]=[CH:13][C:9]([C:10]([OH:12])=O)=[CH:8][CH:7]=2)=[N:2]1.[C:15]([O:19][C:20]([N:22]1[CH2:27][CH2:26][CH:25]([NH:28][CH:29]2[CH2:31][CH2:30]2)[CH2:24][CH2:23]1)=[O:21])([CH3:18])([CH3:17])[CH3:16].